Dataset: Forward reaction prediction with 1.9M reactions from USPTO patents (1976-2016). Task: Predict the product of the given reaction. (1) Given the reactants [CH3:1][C:2]1([CH3:21])[CH:6]([C:7]2[CH:12]=[CH:11][CH:10]=[CH:9][CH:8]=2)[C:5]2[C:13]([CH3:20])=[C:14]([NH2:19])[C:15]([CH3:18])=[C:16]([CH3:17])[C:4]=2[O:3]1.[C:22](=[O:25])([O-])[O-:23].[Na+].[Na+], predict the reaction product. The product is: [CH3:1][C:2]1([CH3:21])[CH:6]([C:7]2[CH:8]=[CH:9][CH:10]=[CH:11][CH:12]=2)[C:5]2[C:13]([CH3:20])=[C:14]([N:19]3[CH2:20][C:13]4[CH:14]=[C:15]5[O:23][CH2:22][O:25][C:16]5=[CH:4][C:5]=4[CH2:6]3)[C:15]([CH3:18])=[C:16]([CH3:17])[C:4]=2[O:3]1. (2) Given the reactants C(OC([NH:8][C@H:9]1[CH2:14][CH2:13][CH2:12][N:11]([C:15]2[CH:20]=[CH:19][N:18]=[CH:17][C:16]=2[NH:21][C:22]([C:24]2[C:33]([NH:34]C(=O)OCC3C=CC=CC=3)=[CH:32][C:31]3[C:26](=[CH:27][C:28]([CH:45]=[O:46])=[CH:29][CH:30]=3)[N:25]=2)=[O:23])[CH2:10]1)=O)(C)(C)C.Br.[CH3:48][C:49](O)=O, predict the reaction product. The product is: [NH2:34][C:33]1[C:24]([C:22]([NH:21][C:16]2[CH:17]=[N:18][CH:19]=[CH:20][C:15]=2[N:11]2[CH2:12][CH2:13][CH2:14][C@H:9]([NH2:8])[CH2:10]2)=[O:23])=[N:25][C:26]2[C:31]([CH:32]=1)=[CH:30][CH:29]=[C:28]([CH:45]([OH:46])[C:49]1[CH:48]=[CH:13][CH:14]=[CH:9][CH:10]=1)[CH:27]=2. (3) Given the reactants CI.[CH3:3][C:4]1([CH3:42])[NH:9][CH2:8][CH2:7][N:6]([CH2:10][C:11]2[N:16]=[CH:15][C:14]([NH:17][C:18]([C:20]3[C:21]4[N:22]=[CH:23][CH:24]=[N:25][C:26]=4[C:27]([C:30]4[C:35]([Cl:36])=[C:34]([O:37][CH3:38])[CH:33]=[C:32]([O:39][CH3:40])[C:31]=4[Cl:41])=[CH:28][CH:29]=3)=[O:19])=[CH:13][CH:12]=2)[CH2:5]1.[C:43](=O)([O-])[O-].[K+].[K+], predict the reaction product. The product is: [CH3:3][C:4]1([CH3:42])[N:9]([CH3:43])[CH2:8][CH2:7][N:6]([CH2:10][C:11]2[N:16]=[CH:15][C:14]([NH:17][C:18]([C:20]3[C:21]4[N:22]=[CH:23][CH:24]=[N:25][C:26]=4[C:27]([C:30]4[C:31]([Cl:41])=[C:32]([O:39][CH3:40])[CH:33]=[C:34]([O:37][CH3:38])[C:35]=4[Cl:36])=[CH:28][CH:29]=3)=[O:19])=[CH:13][CH:12]=2)[CH2:5]1. (4) Given the reactants [Br:1]N1C(=O)NC(=O)N(Br)C1=O.[F:12][C:13]1[CH:18]=[C:17]([F:19])[CH:16]=[CH:15][C:14]=1[C:20]1[CH:25]=[CH:24][C:23](C=O)=[C:22]([O:28][CH3:29])[CH:21]=1.O.CN([CH:34]=[O:35])C, predict the reaction product. The product is: [Br:1][C:25]1([CH:34]=[O:35])[CH2:24][CH:23]=[C:22]([O:28][CH3:29])[CH:21]=[C:20]1[C:14]1[CH:15]=[CH:16][C:17]([F:19])=[CH:18][C:13]=1[F:12]. (5) Given the reactants [N-:1]=[N+:2]=[N-:3].[Na+].[CH2:5]([Sn:9](Cl)([CH2:14][CH2:15][CH2:16][CH3:17])[CH2:10][CH2:11][CH2:12][CH3:13])[CH2:6][CH2:7][CH3:8], predict the reaction product. The product is: [CH2:14]([Sn:9]([N:1]=[N+:2]=[N-:3])([CH2:5][CH2:6][CH2:7][CH3:8])[CH2:10][CH2:11][CH2:12][CH3:13])[CH2:15][CH2:16][CH3:17]. (6) The product is: [C:17]([O:21][C:22](=[O:26])[CH2:23][CH2:24][NH:25][C:12]([C:9]1[CH:10]=[C:11]2[C:6]([C:5]([Cl:15])=[CH:4][N:3]=[C:2]2[Cl:1])=[CH:7][CH:8]=1)=[O:13])([CH3:20])([CH3:19])[CH3:18]. Given the reactants [Cl:1][C:2]1[C:11]2[C:6](=[CH:7][CH:8]=[C:9]([C:12](Cl)=[O:13])[CH:10]=2)[C:5]([Cl:15])=[CH:4][N:3]=1.Cl.[C:17]([O:21][C:22](=[O:26])[CH2:23][CH2:24][NH2:25])([CH3:20])([CH3:19])[CH3:18].CCN(CC)CC, predict the reaction product. (7) Given the reactants [NH:1]1[CH:8]=[CH:7][C:5]([NH2:6])=[N:4][C:2]1=[O:3].C/C(/O[Si](C)(C)C)=N\[Si](C)(C)C.C(O[C@@H:30]1[O:52][C@H:51]([CH2:53][O:54][C:55](=O)[C:56]2[CH:61]=[CH:60][CH:59]=[CH:58][CH:57]=2)[C@@H:41]([O:42][C:43](=[O:50])[C:44]2[CH:49]=[CH:48][CH:47]=[CH:46][CH:45]=2)[C@@:31]1([CH3:63])[O:32][C:33](=[O:40])[C:34]1[CH:39]=[CH:38][CH:37]=[CH:36][CH:35]=1)(=O)C1C=CC=CC=1.[Sn](Cl)(Cl)(Cl)Cl, predict the reaction product. The product is: [NH2:6][C:5]1[CH:7]=[CH:8][N:1]([CH:30]2[C:31]([O:32][C:33](=[O:40])[C:34]3[CH:35]=[CH:36][CH:37]=[CH:38][CH:39]=3)([CH3:63])[CH:41]([O:42][C:43](=[O:50])[C:44]3[CH:45]=[CH:46][CH:47]=[CH:48][CH:49]=3)[CH:51]([CH2:53][O:54][CH2:55][C:56]3[CH:57]=[CH:58][CH:59]=[CH:60][CH:61]=3)[O:52]2)[C:2](=[O:3])[N:4]=1. (8) Given the reactants [N:1]1[CH:6]=[CH:5][CH:4]=[CH:3][C:2]=1[C:7]1[C:11]([CH2:12][O:13][C:14]2[CH:22]=[CH:21][C:17]([C:18]([OH:20])=O)=[CH:16][N:15]=2)=[CH:10][O:9][N:8]=1.[CH2:23]([CH2:25][NH2:26])[OH:24], predict the reaction product. The product is: [OH:24][CH2:23][CH2:25][NH:26][C:18](=[O:20])[C:17]1[CH:21]=[CH:22][C:14]([O:13][CH2:12][C:11]2[C:7]([C:2]3[CH:3]=[CH:4][CH:5]=[CH:6][N:1]=3)=[N:8][O:9][CH:10]=2)=[N:15][CH:16]=1. (9) Given the reactants [F:1][C:2]1[CH:7]=[C:6]([F:8])[CH:5]=[CH:4][C:3]=1[N:9]1[C:17](=[O:18])[C:16]2[C@@H:15]3[C:19]([CH3:21])([CH3:20])[C@@:12]([CH3:22])([CH2:13][CH2:14]3)[C:11]=2[NH:10]1.Cl[CH2:24][CH2:25][C:26]([C:28]1[CH:33]=[CH:32][CH:31]=[CH:30][CH:29]=1)=[O:27].ClCCl, predict the reaction product. The product is: [F:1][C:2]1[CH:7]=[C:6]([F:8])[CH:5]=[CH:4][C:3]=1[N:9]1[C:17](=[O:18])[C:16]2[C@@H:15]3[C:19]([CH3:21])([CH3:20])[C@@:12]([CH3:22])([CH2:13][CH2:14]3)[C:11]=2[N:10]1[CH2:24][CH2:25][C:26](=[O:27])[C:28]1[CH:33]=[CH:32][CH:31]=[CH:30][CH:29]=1.